From a dataset of Reaction yield outcomes from USPTO patents with 853,638 reactions. Predict the reaction yield, written as a fraction of the theoretical maximum amount of product (1.0 means a 100% yield; for example, 0.34 means a 34% yield). The reactants are CN(C=O)C.[CH:6]1([C:11]([OH:24])([C:22]#[CH:23])[CH2:12][C:13]2[O:18][C:17]([CH3:20])([CH3:19])[O:16][C:15](=[O:21])[CH:14]=2)[CH2:10][CH2:9][CH2:8][CH2:7]1.Br[C:26]1[CH:31]=[CH:30][C:29]([C:32]([CH3:36])([CH3:35])[C:33]#[N:34])=[C:28]([F:37])[CH:27]=1. The catalyst is [NH4+].[Cl-].Cl[Pd](Cl)([P](C1C=CC=CC=1)(C1C=CC=CC=1)C1C=CC=CC=1)[P](C1C=CC=CC=1)(C1C=CC=CC=1)C1C=CC=CC=1. The product is [CH:6]1([C:11]([OH:24])([CH2:12][C:13]2[O:18][C:17]([CH3:20])([CH3:19])[O:16][C:15](=[O:21])[CH:14]=2)[C:22]#[C:23][C:26]2[CH:31]=[CH:30][C:29]([C:32]([CH3:35])([CH3:36])[C:33]#[N:34])=[C:28]([F:37])[CH:27]=2)[CH2:10][CH2:9][CH2:8][CH2:7]1. The yield is 0.790.